This data is from Forward reaction prediction with 1.9M reactions from USPTO patents (1976-2016). The task is: Predict the product of the given reaction. (1) Given the reactants [CH2:1]([N:5]1[C:13]2[C:8](=[CH:9][CH:10]=[C:11]([C:14]([OH:16])=O)[CH:12]=2)[CH2:7][CH2:6]1)[CH2:2][CH2:3][CH3:4].C1C=CC2N(O)N=NC=2C=1.CN(C(ON1N=NC2C=CC=NC1=2)=[N+](C)C)C.F[P-](F)(F)(F)(F)F.[NH2:51][C@@H:52]([CH2:66][C:67]1[CH:72]=[C:71]([F:73])[CH:70]=[C:69]([F:74])[CH:68]=1)[C@H:53]([OH:65])[CH2:54][NH:55][CH2:56][C:57]1[CH:62]=[CH:61][CH:60]=[C:59]([CH2:63][CH3:64])[CH:58]=1.C(Cl)[Cl:76], predict the reaction product. The product is: [ClH:76].[CH2:1]([N:5]1[C:13]2[C:8](=[CH:9][CH:10]=[C:11]([C:14]([NH:51][C@@H:52]([CH2:66][C:67]3[CH:68]=[C:69]([F:74])[CH:70]=[C:71]([F:73])[CH:72]=3)[C@H:53]([OH:65])[CH2:54][NH:55][CH2:56][C:57]3[CH:62]=[CH:61][CH:60]=[C:59]([CH2:63][CH3:64])[CH:58]=3)=[O:16])[CH:12]=2)[CH2:7][CH2:6]1)[CH2:2][CH2:3][CH3:4]. (2) The product is: [CH:28]1([N:27]2[C:20]3[N:21]=[C:22]([S:25][CH3:26])[N:23]=[CH:24][C:19]=3[C:17]([OH:18])=[CH:16][C:15]2=[O:14])[CH2:33][CH2:32][CH2:31][CH2:30][CH2:29]1. Given the reactants C1CCN2C(=NCCC2)CC1.C([O:14][C:15](=O)[CH2:16][C:17]([C:19]1[C:20]([NH:27][CH:28]2[CH2:33][CH2:32][CH2:31][CH2:30][CH2:29]2)=[N:21][C:22]([S:25][CH3:26])=[N:23][CH:24]=1)=[O:18])C.CCN(C(C)C)C(C)C, predict the reaction product. (3) Given the reactants [Cl:1][C:2]1[C:3]([N:8]2[CH2:13][CH2:12][NH:11][C@H:10]([CH3:14])[CH2:9]2)=[N:4][CH:5]=[CH:6][CH:7]=1.Cl[C:16]1[NH:20][C:19]2[CH:21]=[C:22]([C:34]([F:37])([F:36])[F:35])[CH:23]=[C:24]([C:25]3[CH:30]=[C:29]([F:31])[C:28]([F:32])=[C:27]([F:33])[CH:26]=3)[C:18]=2[N:17]=1, predict the reaction product. The product is: [Cl:1][C:2]1[C:3]([N:8]2[CH2:13][CH2:12][N:11]([C:16]3[NH:17][C:18]4[C:24]([C:25]5[CH:26]=[C:27]([F:33])[C:28]([F:32])=[C:29]([F:31])[CH:30]=5)=[CH:23][C:22]([C:34]([F:37])([F:35])[F:36])=[CH:21][C:19]=4[N:20]=3)[C@H:10]([CH3:14])[CH2:9]2)=[N:4][CH:5]=[CH:6][CH:7]=1. (4) Given the reactants [CH3:1][NH:2][C:3]1[CH:8]=[CH:7][CH:6]=[CH:5][C:4]=1[NH2:9].[Cl:10][CH2:11][C:12](O)=O, predict the reaction product. The product is: [Cl:10][CH2:11][C:12]1[N:2]([CH3:1])[C:3]2[CH:8]=[CH:7][CH:6]=[CH:5][C:4]=2[N:9]=1.